This data is from Reaction yield outcomes from USPTO patents with 853,638 reactions. The task is: Predict the reaction yield, written as a fraction of the theoretical maximum amount of product (1.0 means a 100% yield; for example, 0.34 means a 34% yield). The reactants are [Cl-].O[NH3+:3].[C:4](=[O:7])([O-])[OH:5].[Na+].CS(C)=O.[OH:13][C:14]([C:17]1[CH:57]=[CH:56][C:20]([O:21][C@H:22]2[CH2:27][CH2:26][C@H:25]([N:28]3[C:33](=[O:34])[C:32]([CH2:35][C:36]4[CH:41]=[CH:40][C:39]([C:42]5[C:43]([C:48]#[N:49])=[CH:44][CH:45]=[CH:46][CH:47]=5)=[CH:38][CH:37]=4)=[C:31]([CH2:50][CH2:51][CH3:52])[N:30]4[N:53]=[CH:54][N:55]=[C:29]34)[CH2:24][CH2:23]2)=[CH:19][CH:18]=1)([CH3:16])[CH3:15]. The catalyst is O.C(OCC)(=O)C. The product is [OH:13][C:14]([C:17]1[CH:57]=[CH:56][C:20]([O:21][C@H:22]2[CH2:27][CH2:26][C@H:25]([N:28]3[C:33](=[O:34])[C:32]([CH2:35][C:36]4[CH:41]=[CH:40][C:39]([C:42]5[CH:47]=[CH:46][CH:45]=[CH:44][C:43]=5[C:48]5[NH:3][C:4](=[O:7])[O:5][N:49]=5)=[CH:38][CH:37]=4)=[C:31]([CH2:50][CH2:51][CH3:52])[N:30]4[N:53]=[CH:54][N:55]=[C:29]34)[CH2:24][CH2:23]2)=[CH:19][CH:18]=1)([CH3:16])[CH3:15]. The yield is 0.470.